Predict the reactants needed to synthesize the given product. From a dataset of Full USPTO retrosynthesis dataset with 1.9M reactions from patents (1976-2016). (1) Given the product [CH3:6][C:2]([C:7]1[NH:8][C:9]2[C:14]([CH:15]=1)=[CH:13][C:12]([N+:16]([O-:18])=[O:17])=[CH:11][CH:10]=2)([CH3:1])[CH2:3][NH2:5], predict the reactants needed to synthesize it. The reactants are: [CH3:1][C:2]([C:7]1[NH:8][C:9]2[C:14]([CH:15]=1)=[CH:13][C:12]([N+:16]([O-:18])=[O:17])=[CH:11][CH:10]=2)([CH3:6])[C:3]([NH2:5])=O.Cl. (2) The reactants are: OC1C([C:11]2[C:16]([CH2:17][C:18]3([CH2:21][O:22][C:23]4[CH:28]=[CH:27][C:26]([O:29][CH3:30])=[CH:25][CH:24]=4)[CH2:20][CH2:19]3)=[C:15]([CH3:31])[N:14]=[C:13]([O:32][CH3:33])[C:12]=2[CH:34]([CH3:36])[CH3:35])=C(C=C(C)C=1)C#N.[Cr](O[Cr]([O-])(=O)=O)([O-])(=O)=O.[NH+:46]1[CH:51]=[CH:50][CH:49]=[CH:48][CH:47]=1.[NH+]1C=C[CH:55]=[CH:54][CH:53]=1.CN([CH:61]=[O:62])C. Given the product [CH:34]([C:12]1[C:13]([O:32][CH3:33])=[N:14][C:15]([CH3:31])=[C:16]([CH2:17][C:18]2([CH2:21][O:22][C:23]3[CH:24]=[CH:25][C:26]([O:29][CH3:30])=[CH:27][CH:28]=3)[CH2:20][CH2:19]2)[C:11]=1[C:61]([C:48]1[CH:49]=[C:50]([CH:53]=[C:54]([CH3:55])[CH:47]=1)[C:51]#[N:46])=[O:62])([CH3:35])[CH3:36], predict the reactants needed to synthesize it. (3) Given the product [N:6]1[CH:7]=[CH:8][CH:9]=[C:4]([CH2:3][CH2:2][NH:1][C:11]2[CH:12]=[C:13]([CH:21]=[CH:22][CH:23]=2)[C:14]([O:16][C:17]([CH3:19])([CH3:20])[CH3:18])=[O:15])[CH:5]=1, predict the reactants needed to synthesize it. The reactants are: [NH2:1][CH2:2][CH2:3][C:4]1[CH:5]=[N:6][CH:7]=[CH:8][CH:9]=1.I[C:11]1[CH:12]=[C:13]([CH:21]=[CH:22][CH:23]=1)[C:14]([O:16][C:17]([CH3:20])([CH3:19])[CH3:18])=[O:15].CC(C)([O-])C.[Na+].F[B-](F)(F)F.C([PH+](C(C)(C)C)C(C)(C)C)(C)(C)C. (4) Given the product [NH2:24][C:19]1[N:20]=[C:21]([CH3:23])[N:22]=[C:17]([C:16]2[N:5]3[N:6]=[C:7]([C:10]4[CH:11]=[N:12][CH:13]=[N:14][CH:15]=4)[CH:8]=[CH:9][C:4]3=[N:3][C:2]=2[NH:31][C:32]2[CH:36]=[CH:35][NH:34][N:33]=2)[CH:18]=1, predict the reactants needed to synthesize it. The reactants are: Cl[C:2]1[N:3]=[C:4]2[CH:9]=[CH:8][C:7]([C:10]3[CH:11]=[N:12][CH:13]=[N:14][CH:15]=3)=[N:6][N:5]2[C:16]=1[C:17]1[N:22]=[C:21]([CH3:23])[N:20]=[C:19]([NH2:24])[CH:18]=1.C(=O)([O-])[O-].[Cs+].[Cs+].[NH2:31][C:32]1[CH:36]=[CH:35][NH:34][N:33]=1. (5) The reactants are: [NH2:1][C:2]1[C:7]2=[C:8]([C:24]3[CH:29]=[CH:28][C:27]([O:30][C:31]4[CH:36]=[CH:35][CH:34]=[CH:33][CH:32]=4)=[CH:26][CH:25]=3)[N:9]=[C:10]([C@H:11]3[CH2:16][CH2:15][C@H:14]([CH2:17][NH:18][CH2:19][CH2:20]N(C)C)[CH2:13][CH2:12]3)[N:6]2[N:5]=[CH:4][N:3]=1.NCC[OH:40]. Given the product [NH2:1][C:2]1[C:7]2=[C:8]([C:24]3[CH:25]=[CH:26][C:27]([O:30][C:31]4[CH:32]=[CH:33][CH:34]=[CH:35][CH:36]=4)=[CH:28][CH:29]=3)[N:9]=[C:10]([C@H:11]3[CH2:12][CH2:13][C@H:14]([CH2:17][NH:18][CH2:19][CH2:20][OH:40])[CH2:15][CH2:16]3)[N:6]2[N:5]=[CH:4][N:3]=1, predict the reactants needed to synthesize it.